Dataset: Reaction yield outcomes from USPTO patents with 853,638 reactions. Task: Predict the reaction yield, written as a fraction of the theoretical maximum amount of product (1.0 means a 100% yield; for example, 0.34 means a 34% yield). The reactants are C(OC([NH:8][CH2:9][C:10]1[CH:16]=[CH:15][C:13]([NH2:14])=[CH:12][CH:11]=1)=O)(C)(C)C.[C:17]1([C:38]2[CH:43]=[CH:42][CH:41]=[CH:40][CH:39]=2)[CH:22]=[CH:21][CH:20]=[CH:19][C:18]=1[NH:23][C:24]([O:26][CH:27]1[CH2:32][CH2:31][N:30]([CH2:33][CH2:34][C:35](O)=[O:36])[CH2:29][CH2:28]1)=[O:25].CN(C(ON1N=NC2C=CC=NC1=2)=[N+](C)C)C.F[P-](F)(F)(F)(F)F.CCN(C(C)C)C(C)C. The catalyst is CN(C=O)C.C(O)(C(F)(F)F)=O.C(Cl)Cl. The product is [NH2:8][CH2:9][C:10]1[CH:11]=[CH:12][C:13]([NH:14][C:35]([CH2:34][CH2:33][N:30]2[CH2:29][CH2:28][CH:27]([O:26][C:24](=[O:25])[NH:23][C:18]3[CH:19]=[CH:20][CH:21]=[CH:22][C:17]=3[C:38]3[CH:39]=[CH:40][CH:41]=[CH:42][CH:43]=3)[CH2:32][CH2:31]2)=[O:36])=[CH:15][CH:16]=1. The yield is 0.940.